From a dataset of Full USPTO retrosynthesis dataset with 1.9M reactions from patents (1976-2016). Predict the reactants needed to synthesize the given product. (1) Given the product [CH2:28]([NH:27][C:65]([N:38]1[CH2:39][CH2:40][CH:35]([NH:34][C:33]2[CH:55]=[CH:56][C:30]([CH2:29][CH2:28][NH:27][CH2:26][C@H:25]([OH:57])[CH2:24][O:23][C:22]3[CH:58]=[CH:59][C:19]([OH:18])=[C:20]([F:60])[CH:21]=3)=[CH:31][CH:32]=2)[CH2:36][CH2:37]1)=[O:66])[CH2:29][CH2:30][CH2:31][CH2:32][CH2:33][CH2:55][CH3:56], predict the reactants needed to synthesize it. The reactants are: [Si]([O:18][C:19]1[CH:59]=[CH:58][C:22]([O:23][CH2:24][C@@H:25]([OH:57])[CH2:26][NH:27][CH2:28][CH2:29][C:30]2[CH:56]=[CH:55][C:33]([NH:34][CH:35]3[CH2:40][CH2:39][N:38](C(NC(NCCCCCCCC)=O)=O)[CH2:37][CH2:36]3)=[CH:32][CH:31]=2)=[CH:21][C:20]=1[F:60])(C(C)(C)C)(C1C=CC=CC=1)C1C=CC=CC=1.C(Cl)(Cl)Cl.[CH3:65][OH:66]. (2) Given the product [CH3:20][S:21]([O:1][CH2:2][CH:3]1[CH2:4][CH2:5][CH:6]([C:9]([O:11][CH3:12])=[O:10])[CH2:7][CH2:8]1)(=[O:23])=[O:22], predict the reactants needed to synthesize it. The reactants are: [OH:1][CH2:2][CH:3]1[CH2:8][CH2:7][CH:6]([C:9]([O:11][CH3:12])=[O:10])[CH2:5][CH2:4]1.C(N(CC)CC)C.[CH3:20][S:21](Cl)(=[O:23])=[O:22].C(=O)([O-])O.[Na+]. (3) Given the product [CH3:29][C:27]1[C:10]([C:11]#[N:12])=[C:2]2[N:3]([C:22](=[O:23])[C:21]=1[CH2:20][CH2:19][CH2:18][N:17]1[C:16](=[O:30])[C:15]3=[CH:31][CH:32]=[CH:33][CH:34]=[C:14]3[C:13]1=[O:35])[C:4]1[CH:9]=[CH:8][CH:7]=[CH:6][C:5]=1[NH:1]2, predict the reactants needed to synthesize it. The reactants are: [N:1]1[C:5]2[CH:6]=[CH:7][CH:8]=[CH:9][C:4]=2[NH:3][C:2]=1[CH2:10][C:11]#[N:12].[C:13]1(=[O:35])[N:17]([CH2:18][CH2:19][CH2:20][CH:21]([C:27]([CH3:29])=O)[C:22](OCC)=[O:23])[C:16](=[O:30])[C:15]2=[CH:31][CH:32]=[CH:33][CH:34]=[C:14]12.C([O-])(=O)C.[NH4+]. (4) Given the product [NH2:7][C@@H:8]([C@@H:9]([CH3:12])[CH2:10][CH3:11])[CH2:13][N:14]([C:26]1[CH:31]=[CH:30][C:29]([C:32]2[CH:33]=[CH:34][C:35]([CH2:38][O:39][CH3:40])=[CH:36][CH:37]=2)=[CH:28][CH:27]=1)[C:15]([C@@H:17]1[CH2:19][C@H:18]1[C:20]1[CH:25]=[CH:24][CH:23]=[CH:22][N:21]=1)=[O:16], predict the reactants needed to synthesize it. The reactants are: C(OC(=O)[NH:7][C@H:8]([CH2:13][N:14]([C:26]1[CH:31]=[CH:30][C:29]([C:32]2[CH:37]=[CH:36][C:35]([CH2:38][O:39][CH3:40])=[CH:34][CH:33]=2)=[CH:28][CH:27]=1)[C:15]([CH:17]1[CH2:19][CH:18]1[C:20]1[CH:25]=[CH:24][CH:23]=[CH:22][N:21]=1)=[O:16])[C@@H:9]([CH3:12])[CH2:10][CH3:11])(C)(C)C.ClCCl.Cl. (5) The reactants are: [CH3:1][N+:2]([CH2:5][CH2:6][O:7][P:8]([O:11][CH2:12][CH2:13][CH2:14][CH2:15][CH2:16][CH2:17][CH2:18][CH2:19][CH2:20][CH2:21][CH2:22][CH2:23][CH2:24][CH2:25][CH2:26][CH2:27][CH2:28][CH2:29][C:30]1[CH:35]=[CH:34][C:33](I)=[CH:32][CH:31]=1)([O-:10])=[O:9])([CH3:4])[CH3:3].[131I:37][131I]. Given the product [CH3:1][N+:2]([CH2:5][CH2:6][O:7][P:8]([O:11][CH2:12][CH2:13][CH2:14][CH2:15][CH2:16][CH2:17][CH2:18][CH2:19][CH2:20][CH2:21][CH2:22][CH2:23][CH2:24][CH2:25][CH2:26][CH2:27][CH2:28][CH2:29][C:30]1[CH:35]=[CH:34][C:33]([131I:37])=[CH:32][CH:31]=1)([O-:10])=[O:9])([CH3:4])[CH3:3], predict the reactants needed to synthesize it. (6) Given the product [CH2:1]([N:8]1[CH2:9][CH:10]2[CH:11]([C:14](=[O:15])[C:18]3[S:19][CH:20]=[CH:21][C:17]=32)[CH2:12][CH2:13]1)[C:2]1[CH:7]=[CH:6][CH:5]=[CH:4][CH:3]=1, predict the reactants needed to synthesize it. The reactants are: [CH2:1]([N:8]1[CH2:13][CH2:12][CH:11]([C:14](Cl)=[O:15])[CH:10]([C:17]2[CH:21]=[CH:20][S:19][CH:18]=2)[CH2:9]1)[C:2]1[CH:7]=[CH:6][CH:5]=[CH:4][CH:3]=1.[Al+3].[Cl-].[Cl-].[Cl-]. (7) The reactants are: [CH2:1]([O:8][C:9]1[C:17]([CH3:18])=[CH:16][C:12]([C:13]([OH:15])=O)=[CH:11][C:10]=1[CH2:19][CH3:20])[C:2]1[CH:7]=[CH:6][CH:5]=[CH:4][CH:3]=1.CCN=C=NCCCN(C)C.Cl.C1C=CC2N(O)N=NC=2C=1.CCN(C(C)C)C(C)C.Cl.Cl.[CH2:54]([O:56][C:57]([O:71][CH2:72][CH3:73])([C:60]1[CH:65]=[C:64]([CH3:66])[N:63]=[C:62]([CH2:67][CH:68]([CH3:70])[CH3:69])[CH:61]=1)[CH2:58][NH2:59])[CH3:55]. Given the product [CH2:1]([O:8][C:9]1[C:17]([CH3:18])=[CH:16][C:12]([C:13]([NH:59][CH2:58][C:57]([O:71][CH2:72][CH3:73])([O:56][CH2:54][CH3:55])[C:60]2[CH:65]=[C:64]([CH3:66])[N:63]=[C:62]([CH2:67][CH:68]([CH3:69])[CH3:70])[CH:61]=2)=[O:15])=[CH:11][C:10]=1[CH2:19][CH3:20])[C:2]1[CH:3]=[CH:4][CH:5]=[CH:6][CH:7]=1, predict the reactants needed to synthesize it. (8) The reactants are: [CH:1]([NH:4][C:5]1[N:10]=[CH:9][C:8]([N+:11]([O-])=O)=[CH:7][CH:6]=1)([CH3:3])[CH3:2]. Given the product [CH:1]([NH:4][C:5]1[CH:6]=[CH:7][C:8]([NH2:11])=[CH:9][N:10]=1)([CH3:3])[CH3:2], predict the reactants needed to synthesize it. (9) Given the product [F:28][C:29]([F:42])([F:41])[S:30]([O:1][C:2]1[CH:11]=[C:10]2[C:5]([CH:6]=[C:7]([C:13]3[CH:14]=[CH:15][C:16]([O:19][CH3:20])=[CH:17][CH:18]=3)[C:8](=[O:12])[O:9]2)=[CH:4][CH:3]=1)(=[O:32])=[O:31], predict the reactants needed to synthesize it. The reactants are: [OH:1][C:2]1[CH:11]=[C:10]2[C:5]([CH:6]=[C:7]([C:13]3[CH:18]=[CH:17][C:16]([O:19][CH3:20])=[CH:15][CH:14]=3)[C:8](=[O:12])[O:9]2)=[CH:4][CH:3]=1.C(N(CC)CC)C.[F:28][C:29]([F:42])([F:41])[S:30](O[S:30]([C:29]([F:42])([F:41])[F:28])(=[O:32])=[O:31])(=[O:32])=[O:31].